From a dataset of Merck oncology drug combination screen with 23,052 pairs across 39 cell lines. Regression. Given two drug SMILES strings and cell line genomic features, predict the synergy score measuring deviation from expected non-interaction effect. (1) Drug 1: COc1cc(C2c3cc4c(cc3C(OC3OC5COC(C)OC5C(O)C3O)C3COC(=O)C23)OCO4)cc(OC)c1O. Drug 2: NC(=O)c1cccc2cn(-c3ccc(C4CCCNC4)cc3)nc12. Cell line: NCIH2122. Synergy scores: synergy=18.4. (2) Drug 1: CN(C)C(=N)N=C(N)N. Drug 2: NC1(c2ccc(-c3nc4ccn5c(=O)[nH]nc5c4cc3-c3ccccc3)cc2)CCC1. Cell line: SW837. Synergy scores: synergy=-7.80. (3) Drug 1: COC1CC2CCC(C)C(O)(O2)C(=O)C(=O)N2CCCCC2C(=O)OC(C(C)CC2CCC(OP(C)(C)=O)C(OC)C2)CC(=O)C(C)C=C(C)C(O)C(OC)C(=O)C(C)CC(C)C=CC=CC=C1C. Drug 2: CCC1(O)C(=O)OCc2c1cc1n(c2=O)Cc2cc3c(CN(C)C)c(O)ccc3nc2-1. Cell line: NCIH520. Synergy scores: synergy=23.9.